This data is from Full USPTO retrosynthesis dataset with 1.9M reactions from patents (1976-2016). The task is: Predict the reactants needed to synthesize the given product. (1) Given the product [CH2:1]([N:8]1[CH2:13][CH2:12][C:11]([C:22]2[CH:23]=[CH:24][C:25]([C:26]([NH:28][NH:29][C:43]([CH:39]3[CH2:42][CH2:41][CH2:40]3)=[O:44])=[O:27])=[CH:30][CH:31]=2)([C:14]2[CH:19]=[CH:18][CH:17]=[C:16]([O:20][CH3:21])[CH:15]=2)[CH2:10][CH2:9]1)[C:2]1[CH:7]=[CH:6][CH:5]=[CH:4][CH:3]=1, predict the reactants needed to synthesize it. The reactants are: [CH2:1]([N:8]1[CH2:13][CH2:12][C:11]([C:22]2[CH:31]=[CH:30][C:25]([C:26]([NH:28][NH2:29])=[O:27])=[CH:24][CH:23]=2)([C:14]2[CH:19]=[CH:18][CH:17]=[C:16]([O:20][CH3:21])[CH:15]=2)[CH2:10][CH2:9]1)[C:2]1[CH:7]=[CH:6][CH:5]=[CH:4][CH:3]=1.C(N(CC)CC)C.[CH:39]1([C:43](Cl)=[O:44])[CH2:42][CH2:41][CH2:40]1. (2) Given the product [N:16]1([C:25]2[CH:35]=[CH:34][C:28]([C:29](=[O:30])[CH2:9][C:10]3[CH:15]=[N:14][CH:13]=[CH:12][N:11]=3)=[CH:27][CH:26]=2)[C:20]2=[N:21][CH:22]=[CH:23][CH:24]=[C:19]2[CH:18]=[CH:17]1, predict the reactants needed to synthesize it. The reactants are: [Li+].CC([N-]C(C)C)C.[CH3:9][C:10]1[CH:15]=[N:14][CH:13]=[CH:12][N:11]=1.[N:16]1([C:25]2[CH:35]=[CH:34][C:28]([C:29](OCC)=[O:30])=[CH:27][CH:26]=2)[C:20]2=[N:21][CH:22]=[CH:23][CH:24]=[C:19]2[CH:18]=[CH:17]1.O. (3) Given the product [CH3:5][C:6]1[CH:7]=[CH:2][N:3]=[C:4]([C:20]#[N:21])[C:11]=1[N+:12]([O-:15])=[O:19], predict the reactants needed to synthesize it. The reactants are: Br[C:2]1[CH:7]=[CH:6][CH:5]=[CH:4][N:3]=1.[Cu]([C:11]#[N:12])C#N.CC[O:15]C(C)=O.[OH2:19].[CH3:20][N:21](C=O)C.